This data is from Forward reaction prediction with 1.9M reactions from USPTO patents (1976-2016). The task is: Predict the product of the given reaction. The product is: [Br:1][C:2]1[CH:7]=[CH:6][C:5]([C:8]2[NH:12][C:11]([C:14]3[C:15](=[O:31])[NH:16][CH:17]=[CH:18][C:19]=3[NH:20][CH2:21][CH:22]([C:24]3[CH:29]=[CH:28][CH:27]=[C:26]([Cl:30])[CH:25]=3)[OH:23])=[N:10][CH:9]=2)=[CH:4][CH:3]=1. Given the reactants [Br:1][C:2]1[CH:7]=[CH:6][C:5]([C:8]2[N:12](O)[C:11]([C:14]3[C:15](=[O:31])[NH:16][CH:17]=[CH:18][C:19]=3[NH:20][CH2:21][CH:22]([C:24]3[CH:29]=[CH:28][CH:27]=[C:26]([Cl:30])[CH:25]=3)[OH:23])=[N:10][CH:9]=2)=[CH:4][CH:3]=1.Cl, predict the reaction product.